This data is from Catalyst prediction with 721,799 reactions and 888 catalyst types from USPTO. The task is: Predict which catalyst facilitates the given reaction. (1) Reactant: C[O-].[Na+].[CH2:4]([N:6]1[C:10]([CH2:11][C:12]([O:14][CH:15](C)C)=[O:13])=[CH:9][C:8]([CH3:18])=[N:7]1)[CH3:5].C(O)(=O)C. Product: [CH2:4]([N:6]1[C:10]([CH2:11][C:12]([O:14][CH3:15])=[O:13])=[CH:9][C:8]([CH3:18])=[N:7]1)[CH3:5]. The catalyst class is: 5. (2) Reactant: [F:1][C:2]1[CH:3]=[C:4]([OH:8])[CH:5]=[CH:6][CH:7]=1.[C:9]([O:13][C:14]([N:16]1[CH2:20][C@H:19](O)[CH2:18][C@H:17]1[C:22]([N:24]1[CH2:30][CH2:29][CH2:28][N:27]([CH:31]2[CH2:34][CH2:33][CH2:32]2)[CH2:26][CH2:25]1)=[O:23])=[O:15])([CH3:12])([CH3:11])[CH3:10].C1(P(C2C=CC=CC=2)C2C=CC=CC=2)C=CC=CC=1. Product: [C:9]([O:13][C:14]([N:16]1[CH2:20][CH:19]([O:8][C:4]2[CH:5]=[CH:6][CH:7]=[C:2]([F:1])[CH:3]=2)[CH2:18][C@H:17]1[C:22]([N:24]1[CH2:30][CH2:29][CH2:28][N:27]([CH:31]2[CH2:32][CH2:33][CH2:34]2)[CH2:26][CH2:25]1)=[O:23])=[O:15])([CH3:12])([CH3:10])[CH3:11]. The catalyst class is: 2. (3) Reactant: [Cl:1][C:2]1[CH:7]=[C:6]([Cl:8])[CH:5]=[CH:4][C:3]=1[C:9]1[O:10][C:11]([CH:26]([CH3:28])[CH3:27])=[C:12]([CH2:14][CH2:15][C:16]([C:18]2[CH:23]=[CH:22][C:21]([OH:24])=[C:20]([CH3:25])[CH:19]=2)=[O:17])[N:13]=1.C(=O)([O-])[O-].[K+].[K+].Br[CH2:36][C:37]([O:39][CH2:40][CH3:41])=[O:38]. Product: [Cl:1][C:2]1[CH:7]=[C:6]([Cl:8])[CH:5]=[CH:4][C:3]=1[C:9]1[O:10][C:11]([CH:26]([CH3:28])[CH3:27])=[C:12]([CH2:14][CH2:15][C:16]([C:18]2[CH:23]=[CH:22][C:21]([O:24][CH2:36][C:37]([O:39][CH2:40][CH3:41])=[O:38])=[C:20]([CH3:25])[CH:19]=2)=[O:17])[N:13]=1. The catalyst class is: 21. (4) Reactant: [NH2:1][CH2:2][CH2:3][CH:4]1[CH2:9][CH2:8][CH2:7][CH2:6][N:5]1[C:10]([O:12][C:13]([CH3:16])([CH3:15])[CH3:14])=[O:11].C(Cl)CCl.C1C=C2C(N(O)N=NC2=CC=1)=O.[S:33]1[C:37]2[CH:38]=[CH:39][CH:40]=[CH:41][C:36]=2[CH:35]=[C:34]1[C:42]([NH:44][C@H:45]([C:50](O)=[O:51])[CH2:46][CH:47]([CH3:49])[CH3:48])=[O:43].CN1CCOCC1. Product: [S:33]1[C:37]2[CH:38]=[CH:39][CH:40]=[CH:41][C:36]=2[CH:35]=[C:34]1[C:42]([NH:44][C@H:45]([C:50]([NH:1][CH2:2][CH2:3][CH:4]1[CH2:9][CH2:8][CH2:7][CH2:6][N:5]1[C:10]([O:12][C:13]([CH3:16])([CH3:15])[CH3:14])=[O:11])=[O:51])[CH2:46][CH:47]([CH3:48])[CH3:49])=[O:43]. The catalyst class is: 2. (5) Reactant: Cl.Cl.[C:3]([O:7][C:8]([N:10]([C@@H:24]1[CH2:28][CH2:27][NH:26][CH2:25]1)[C:11]1[N:16]=[CH:15][C:14](/[CH:17]=[CH:18]/[C:19]([O:21][CH2:22][CH3:23])=[O:20])=[CH:13][CH:12]=1)=[O:9])([CH3:6])([CH3:5])[CH3:4].Br[CH2:30][CH2:31][O:32][C:33]1[CH:38]=[CH:37][CH:36]=[CH:35][CH:34]=1.C([O-])([O-])=O.[Na+].[Na+]. Product: [C:3]([O:7][C:8]([N:10]([C@@H:24]1[CH2:28][CH2:27][N:26]([CH2:30][CH2:31][O:32][C:33]2[CH:38]=[CH:37][CH:36]=[CH:35][CH:34]=2)[CH2:25]1)[C:11]1[N:16]=[CH:15][C:14](/[CH:17]=[CH:18]/[C:19]([O:21][CH2:22][CH3:23])=[O:20])=[CH:13][CH:12]=1)=[O:9])([CH3:4])([CH3:5])[CH3:6]. The catalyst class is: 3.